From a dataset of Forward reaction prediction with 1.9M reactions from USPTO patents (1976-2016). Predict the product of the given reaction. (1) Given the reactants O[C:2]([CH2:4][CH2:5][CH2:6][CH2:7][C@H:8]1[C@@H:16]2[C@@H:11]([NH:12][C:13]([NH:15]2)=[O:14])[CH2:10][S:9]1)=[O:3].CN(C(ON1N=NC2C=CC=CC1=2)=[N+](C)C)C.F[P-](F)(F)(F)(F)F.[NH2:41][CH2:42][CH2:43][CH2:44][N:45]1[CH2:56][CH2:55][N:54]([C:57]([O:59][C:60]([CH3:63])([CH3:62])[CH3:61])=[O:58])[CH2:53][CH2:52][N:51]([C:64]([O:66][C:67]([CH3:70])([CH3:69])[CH3:68])=[O:65])[CH2:50][CH2:49][N:48]([C:71]([O:73][C:74]([CH3:77])([CH3:76])[CH3:75])=[O:72])[CH2:47][CH2:46]1.CCN(C(C)C)C(C)C, predict the reaction product. The product is: [O:14]=[C:13]1[NH:12][C@H:11]2[CH2:10][S:9][C@@H:8]([CH2:7][CH2:6][CH2:5][CH2:4][C:2]([NH:41][CH2:42][CH2:43][CH2:44][N:45]3[CH2:46][CH2:47][N:48]([C:71]([O:73][C:74]([CH3:77])([CH3:76])[CH3:75])=[O:72])[CH2:49][CH2:50][N:51]([C:64]([O:66][C:67]([CH3:69])([CH3:68])[CH3:70])=[O:65])[CH2:52][CH2:53][N:54]([C:57]([O:59][C:60]([CH3:63])([CH3:62])[CH3:61])=[O:58])[CH2:55][CH2:56]3)=[O:3])[C@H:16]2[NH:15]1. (2) Given the reactants C1(P(C2C=CC=CC=2)C2C=CC=CC=2)C=CC=CC=1.[O:20]1[CH2:25][CH2:24][N:23]([CH2:26][CH2:27][OH:28])[CH2:22][CH2:21]1.CCOC(/N=N/C(OCC)=O)=O.O1CCCCC1[N:47]1[C:55]2[C:50](=[CH:51][C:52]([C:56]3[N:60]=[CH:59][N:58](C(C4C=CC=CC=4)(C4C=CC=CC=4)C4C=CC=CC=4)[N:57]=3)=[CH:53][CH:54]=2)[C:49]([C:80]2[CH:81]=[C:82](O)[CH:83]=[CH:84][CH:85]=2)=[N:48]1.Cl, predict the reaction product. The product is: [NH:57]1[C:56]([C:52]2[CH:51]=[C:50]3[C:55](=[CH:54][CH:53]=2)[NH:47][N:48]=[C:49]3[C:80]2[CH:81]=[CH:82][CH:83]=[C:84]([O:28][CH2:27][CH2:26][N:23]3[CH2:24][CH2:25][O:20][CH2:21][CH2:22]3)[CH:85]=2)=[N:60][CH:59]=[N:58]1. (3) Given the reactants [NH2:1][CH2:2][CH2:3][C:4]1[N:5]=[C:6]([NH:9][C:10](=[O:16])[O:11][C:12]([CH3:15])([CH3:14])[CH3:13])[S:7][CH:8]=1.F[C:18]1[CH:23]=[CH:22][C:21]([N+:24]([O-:26])=[O:25])=[CH:20][CH:19]=1.C(N(CC)CC)C.O, predict the reaction product. The product is: [N+:24]([C:21]1[CH:22]=[CH:23][C:18]([NH:1][CH2:2][CH2:3][C:4]2[N:5]=[C:6]([NH:9][C:10](=[O:16])[O:11][C:12]([CH3:13])([CH3:15])[CH3:14])[S:7][CH:8]=2)=[CH:19][CH:20]=1)([O-:26])=[O:25]. (4) Given the reactants [Cl-:1].[C:2]([C:5]1[CH:6]=[C:7]([C:11]2[S:15][C:14]([NH3+])=[N:13][CH:12]=2)[CH:8]=[N:9][CH:10]=1)([OH:4])=[O:3].N(OC(C)(C)C)=O.Cl, predict the reaction product. The product is: [Cl:1][C:14]1[S:15][C:11]([C:7]2[CH:8]=[N:9][CH:10]=[C:5]([CH:6]=2)[C:2]([OH:4])=[O:3])=[CH:12][N:13]=1. (5) Given the reactants [CH3:1][C:2]1[CH:7]=[C:6]([N+:8]([O-])=O)[CH:5]=[CH:4][C:3]=1[N:11]1[CH2:16][CH2:15][N:14]([CH:17]2[CH2:20][O:19][CH2:18]2)[CH2:13][CH2:12]1, predict the reaction product. The product is: [CH3:1][C:2]1[CH:7]=[C:6]([CH:5]=[CH:4][C:3]=1[N:11]1[CH2:16][CH2:15][N:14]([CH:17]2[CH2:18][O:19][CH2:20]2)[CH2:13][CH2:12]1)[NH2:8]. (6) Given the reactants CCO.O.[F:5][C:6]1[CH:11]=[C:10]([NH2:12])[C:9]([N+:13]([O-])=O)=[CH:8][C:7]=1[C:16]1[CH:21]=[CH:20][C:19]([C:22]2[CH:27]=[CH:26][CH:25]=[CH:24][CH:23]=2)=[CH:18][CH:17]=1.[NH4+].[Cl-], predict the reaction product. The product is: [F:5][C:6]1[C:7]([C:16]2[CH:17]=[CH:18][C:19]([C:22]3[CH:27]=[CH:26][CH:25]=[CH:24][CH:23]=3)=[CH:20][CH:21]=2)=[CH:8][C:9]([NH2:13])=[C:10]([NH2:12])[CH:11]=1. (7) Given the reactants [F:1][C:2]([F:10])([F:9])[C:3]([OH:8])([CH3:7])[C:4](O)=[O:5].CN(C(ON1N=NC2C=CC=NC1=2)=[N+](C)C)C.F[P-](F)(F)(F)(F)F.CCN(C(C)C)C(C)C.[NH2:44][C:45]1[C:46]([C:55]([NH:57][NH2:58])=[O:56])=[N:47][CH:48]=[C:49]([C:51]([F:54])([F:53])[F:52])[CH:50]=1, predict the reaction product. The product is: [NH2:44][C:45]1[C:46]([C:55]([NH:57][NH:58][C:4](=[O:5])[C:3]([OH:8])([CH3:7])[C:2]([F:10])([F:9])[F:1])=[O:56])=[N:47][CH:48]=[C:49]([C:51]([F:53])([F:52])[F:54])[CH:50]=1. (8) Given the reactants [CH:1]1([CH2:4][O:5][C:6]2[CH:11]=[C:10]([O:12][CH3:13])[CH:9]=[CH:8][C:7]=2[C:14]2[C:15]3[NH:22][CH:21]=[C:20]([C:23]([OH:25])=O)[C:16]=3[N:17]=[CH:18][N:19]=2)[CH2:3][CH2:2]1.[C:26]([O:30][C:31](=[O:40])[NH:32][C@H:33]1[CH2:38][CH2:37][C@@H:36]([NH2:39])[CH2:35][CH2:34]1)([CH3:29])([CH3:28])[CH3:27], predict the reaction product. The product is: [C:26]([O:30][C:31](=[O:40])[NH:32][C@H:33]1[CH2:34][CH2:35][C@@H:36]([NH:39][C:23]([C:20]2[C:16]3[N:17]=[CH:18][N:19]=[C:14]([C:7]4[CH:8]=[CH:9][C:10]([O:12][CH3:13])=[CH:11][C:6]=4[O:5][CH2:4][CH:1]4[CH2:2][CH2:3]4)[C:15]=3[NH:22][CH:21]=2)=[O:25])[CH2:37][CH2:38]1)([CH3:29])([CH3:27])[CH3:28]. (9) Given the reactants [CH:1](=O)[C:2]1[CH:9]=[CH:8][C:5]([CH:6]=[O:7])=[CH:4][CH:3]=1.[CH:11]1[C:16]([OH:17])=[CH:15][CH:14]=[C:13]([CH3:18])[CH:12]=1.[OH2:19].[C:20]1([CH3:30])[CH:25]=[CH:24][C:23](S(O)(=O)=O)=[CH:22][CH:21]=1, predict the reaction product. The product is: [OH:17][C:16]1[CH:15]=[CH:14][C:13]([CH3:18])=[CH:12][C:11]=1[C:4]1[C:3]([C:24]2[CH:25]=[C:20]([CH3:30])[CH:21]=[CH:22][C:23]=2[OH:19])=[C:2]([CH3:1])[CH:9]=[CH:8][C:5]=1[CH:6]=[O:7].